Dataset: Reaction yield outcomes from USPTO patents with 853,638 reactions. Task: Predict the reaction yield, written as a fraction of the theoretical maximum amount of product (1.0 means a 100% yield; for example, 0.34 means a 34% yield). (1) The reactants are [ClH:1].[CH3:2][C:3]1[C:21]([NH:22]C(=O)OCC2C=CC=CC=2)=[C:6]2[N:7]=[C:8]([C:11]3[CH:16]=[CH:15][CH:14]=[CH:13][C:12]=3[C:17]([F:20])([F:19])[F:18])[CH:9]=[CH:10][N:5]2[N:4]=1. The catalyst is CCO. The product is [ClH:1].[CH3:2][C:3]1[C:21]([NH2:22])=[C:6]2[N:7]=[C:8]([C:11]3[CH:16]=[CH:15][CH:14]=[CH:13][C:12]=3[C:17]([F:20])([F:18])[F:19])[CH:9]=[CH:10][N:5]2[N:4]=1. The yield is 1.00. (2) The reactants are [B:1]([O:10][CH:11]([CH3:13])[CH3:12])([O:6][CH:7]([CH3:9])[CH3:8])OC(C)C.[Br:14][CH2:15]Br.C([Li])CCC.CS(O)(=O)=O.OC(C(O)(C)C)(C)C. The catalyst is O1CCCC1. The product is [Br:14][CH2:15][B:1]1[O:6][C:7]([CH3:8])([CH3:9])[C:11]([CH3:12])([CH3:13])[O:10]1. The yield is 0.680. (3) The reactants are [Br:1][C:2]1[C:7]([F:8])=[CH:6][C:5]([N:9]2[CH:14]=[C:13]([O:15][CH3:16])[C:12](=[O:17])[C:11]([C:18]([OH:20])=O)=[N:10]2)=[C:4]([F:21])[CH:3]=1.Cl.[CH3:23][NH:24][O:25][CH3:26].C1C=CC2N(O)N=NC=2C=1.C(N(CC)CC)C.CCN=C=NCCCN(C)C. The catalyst is CN(C=O)C.CCOC(C)=O.CCOC(C)=O.CO. The product is [Br:1][C:2]1[C:7]([F:8])=[CH:6][C:5]([N:9]2[CH:14]=[C:13]([O:15][CH3:16])[C:12](=[O:17])[C:11]([C:18]([N:24]([O:25][CH3:26])[CH3:23])=[O:20])=[N:10]2)=[C:4]([F:21])[CH:3]=1. The yield is 0.310.